This data is from Full USPTO retrosynthesis dataset with 1.9M reactions from patents (1976-2016). The task is: Predict the reactants needed to synthesize the given product. (1) Given the product [C:1]([NH:4][C:5]1[C:14]([NH:15][C:19]([NH2:20])=[NH:18])=[CH:13][C:8]([C:9]([O:11][CH3:12])=[O:10])=[C:7]([OH:16])[C:6]=1[Br:17])(=[O:3])[CH3:2], predict the reactants needed to synthesize it. The reactants are: [C:1]([NH:4][C:5]1[C:14]([NH2:15])=[CH:13][C:8]([C:9]([O:11][CH3:12])=[O:10])=[C:7]([OH:16])[C:6]=1[Br:17])(=[O:3])[CH3:2].[N:18]#[C:19][NH2:20]. (2) Given the product [NH3:21].[C:16]([S:19][CH2:10][CH2:9][C@@H:11]([NH:21][C@H:22]([C:32]1[CH:37]=[CH:36][C:35]([Cl:38])=[CH:34][CH:33]=1)[C@@H:23]([C:25]1[CH:30]=[CH:29][CH:28]=[C:27]([Cl:31])[CH:26]=1)[OH:24])[CH2:13][CH3:14])([CH3:18])([CH3:17])[CH3:15], predict the reactants needed to synthesize it. The reactants are: [O-]P([O-])([O-])=O.[K+].[K+].[K+].[CH:9]([C:11]([CH2:13][CH3:14])=O)=[CH2:10].[CH3:15][C:16]([SH:19])([CH3:18])[CH3:17].Cl.[NH2:21][C@H:22]([C:32]1[CH:37]=[CH:36][C:35]([Cl:38])=[CH:34][CH:33]=1)[C@@H:23]([C:25]1[CH:30]=[CH:29][CH:28]=[C:27]([Cl:31])[CH:26]=1)[OH:24].C([BH3-])#N.[Na+].CC(O)=O.